Dataset: Forward reaction prediction with 1.9M reactions from USPTO patents (1976-2016). Task: Predict the product of the given reaction. (1) Given the reactants [CH3:1][CH:2]([CH:4]1[N:9]([CH2:10][C@H:11]2[CH2:16][N:15]([S:17]([C:20]3[S:21][C:22]([N+:25]([O-])=O)=[CH:23][CH:24]=3)(=[O:19])=[O:18])[CH2:14][CH2:13][N:12]2[C:28]2[N:33]=[CH:32][C:31]([C:34]([OH:43])([C:39]([F:42])([F:41])[F:40])[C:35]([F:38])([F:37])[F:36])=[CH:30][N:29]=2)[CH2:8][CH2:7][NH:6][C:5]1=[O:44])[CH3:3].C([O-])(O)=O.[Na+], predict the reaction product. The product is: [NH2:25][C:22]1[S:21][C:20]([S:17]([N:15]2[CH2:14][CH2:13][N:12]([C:28]3[N:29]=[CH:30][C:31]([C:34]([OH:43])([C:35]([F:36])([F:38])[F:37])[C:39]([F:40])([F:41])[F:42])=[CH:32][N:33]=3)[C@@H:11]([CH2:10][N:9]3[CH2:8][CH2:7][NH:6][C:5](=[O:44])[CH:4]3[CH:2]([CH3:3])[CH3:1])[CH2:16]2)(=[O:18])=[O:19])=[CH:24][CH:23]=1. (2) Given the reactants [CH3:1][C:2]1[CH:11]=[CH:10][C:9]2[CH2:8][CH2:7][CH2:6][CH:5]([NH:12]C(=O)C)[C:4]=2[N:3]=1.[OH-].[Na+], predict the reaction product. The product is: [CH3:1][C:2]1[CH:11]=[CH:10][C:9]2[CH2:8][CH2:7][CH2:6][CH:5]([NH2:12])[C:4]=2[N:3]=1. (3) The product is: [F:13][C:11]1[CH:12]=[C:7]([CH:4]2[CH2:3][CH2:2][O:1][CH2:6][CH2:5]2)[CH:8]=[C:9]([F:24])[C:10]=1[C:14]1[N:19]=[C:18]([C:20]([O:22][CH3:23])=[O:21])[CH:17]=[CH:16][CH:15]=1. Given the reactants [O:1]1[CH2:6][CH:5]=[C:4]([C:7]2[CH:12]=[C:11]([F:13])[C:10]([C:14]3[N:19]=[C:18]([C:20]([O:22][CH3:23])=[O:21])[CH:17]=[CH:16][CH:15]=3)=[C:9]([F:24])[CH:8]=2)[CH2:3][CH2:2]1, predict the reaction product.